This data is from Reaction yield outcomes from USPTO patents with 853,638 reactions. The task is: Predict the reaction yield, written as a fraction of the theoretical maximum amount of product (1.0 means a 100% yield; for example, 0.34 means a 34% yield). (1) The reactants are Br[C:2]1[CH:3]=[C:4]([C:8](=[O:10])[CH3:9])[CH:5]=[CH:6][CH:7]=1.[O:11]1[CH2:15][CH2:14][NH:13][C:12]1=[O:16]. No catalyst specified. The product is [C:8]([C:4]1[CH:3]=[C:2]([N:13]2[CH2:14][CH2:15][O:11][C:12]2=[O:16])[CH:7]=[CH:6][CH:5]=1)(=[O:10])[CH3:9]. The yield is 1.00. (2) The reactants are N[C:2]([C:7]1[CH:12]=[CH:11][CH:10]=[C:9]([Br:13])[CH:8]=1)([CH3:6])[C:3]([OH:5])=[O:4].O1CCOCC1.[CH3:20][C:21]([O:24][C:25](O[C:25]([O:24][C:21]([CH3:23])([CH3:22])[CH3:20])=[O:26])=[O:26])([CH3:23])[CH3:22]. The catalyst is [OH-].[K+]. The product is [Br:13][C:9]1[CH:8]=[C:7]([C:2]([C:25]([O:24][C:21]([CH3:23])([CH3:22])[CH3:20])=[O:26])([CH3:6])[C:3]([OH:5])=[O:4])[CH:12]=[CH:11][CH:10]=1. The yield is 0.790. (3) The reactants are [CH:1]([NH:4][CH2:5][C:6]([O:8][CH3:9])=[O:7])([CH3:3])[CH3:2].[F:10][C:11]1[CH:16]=[CH:15][C:14]([S:17](Cl)(=[O:19])=[O:18])=[CH:13][CH:12]=1.CCN(C(C)C)C(C)C. The catalyst is CN(C1C=CN=CC=1)C.C(Cl)Cl. The product is [F:10][C:11]1[CH:16]=[CH:15][C:14]([S:17]([N:4]([CH2:5][C:6]([O:8][CH3:9])=[O:7])[CH:1]([CH3:3])[CH3:2])(=[O:19])=[O:18])=[CH:13][CH:12]=1. The yield is 0.650. (4) The reactants are C[N:2](C)[CH:3]=[CH:4][C:5]([C:7]1[C:12](=[O:13])[CH:11]=[CH:10][N:9]([C:14]2[CH:19]=[CH:18][CH:17]=[C:16]([C:20]([F:23])([F:22])[F:21])[CH:15]=2)[N:8]=1)=O.Cl.[CH3:26][C:27]1[CH:32]=[CH:31][CH:30]=[CH:29][C:28]=1[NH:33]N.CCN(CC)CC. The catalyst is C(O)C. The product is [CH3:26][C:27]1[CH:32]=[CH:31][CH:30]=[CH:29][C:28]=1[N:33]1[C:5]([C:7]2[C:12](=[O:13])[CH:11]=[CH:10][N:9]([C:14]3[CH:19]=[CH:18][CH:17]=[C:16]([C:20]([F:23])([F:22])[F:21])[CH:15]=3)[N:8]=2)=[CH:4][CH:3]=[N:2]1. The yield is 0.210.